This data is from hERG Central: cardiac toxicity at 1µM, 10µM, and general inhibition. The task is: Predict hERG channel inhibition at various concentrations. The compound is O=C(Cc1ccc(Cl)cc1)NCCN1CCN(C(=O)Cc2ccc(Cl)cc2)CC1. Results: hERG_inhib (hERG inhibition (general)): blocker.